Dataset: Reaction yield outcomes from USPTO patents with 853,638 reactions. Task: Predict the reaction yield, written as a fraction of the theoretical maximum amount of product (1.0 means a 100% yield; for example, 0.34 means a 34% yield). (1) The reactants are [CH2:1]([N:8]1[CH2:13][CH2:12][C:11](=[O:14])[CH2:10][C:9]1([CH3:16])[CH3:15])[C:2]1[CH:7]=[CH:6][CH:5]=[CH:4][CH:3]=1.[H-].[Al+3].[Li+].[H-].[H-].[H-]. The catalyst is O1CCCC1. The product is [CH2:1]([N:8]1[CH2:13][CH2:12][CH:11]([OH:14])[CH2:10][C:9]1([CH3:16])[CH3:15])[C:2]1[CH:3]=[CH:4][CH:5]=[CH:6][CH:7]=1. The yield is 1.00. (2) The product is [CH3:1][O:2][C:3](=[O:32])[CH:4]([NH2:17])[CH2:5][N:6]1[CH2:11][C:10]([CH3:13])([CH3:12])[C:9]2[NH:14][N:15]=[CH:16][C:8]=2[CH2:7]1. The catalyst is C(Cl)Cl. The reactants are [CH3:1][O:2][C:3](=[O:32])[CH:4]([N:17](C(OC(C)(C)C)=O)C(OC(C)(C)C)=O)[CH2:5][N:6]1[CH2:11][C:10]([CH3:13])([CH3:12])[C:9]2[NH:14][N:15]=[CH:16][C:8]=2[CH2:7]1.FC(F)(F)C(O)=O. The yield is 0.940. (3) The reactants are [I:1][C:2]1[CH:3]=[C:4]2[C:9](=[N:10][C:11]=1[O:12][CH3:13])[N:8]([CH3:14])[CH:7]=[C:6]([C:15]([O:17]CC)=[O:16])[C:5]2=[O:20].[OH-].[Na+].Cl. The catalyst is CO. The product is [I:1][C:2]1[CH:3]=[C:4]2[C:9](=[N:10][C:11]=1[O:12][CH3:13])[N:8]([CH3:14])[CH:7]=[C:6]([C:15]([OH:17])=[O:16])[C:5]2=[O:20]. The yield is 0.960.